This data is from Full USPTO retrosynthesis dataset with 1.9M reactions from patents (1976-2016). The task is: Predict the reactants needed to synthesize the given product. (1) Given the product [CH2:19]([O:18][C:13]1[C:14]([O:16][CH3:17])=[CH:15][C:10]([CH2:9][OH:8])=[CH:11][C:12]=1[Cl:26])[C:20]1[CH:21]=[CH:22][CH:23]=[CH:24][CH:25]=1, predict the reactants needed to synthesize it. The reactants are: C([O:8][C:9](=O)[C:10]1[CH:15]=[C:14]([O:16][CH3:17])[C:13]([O:18][CH2:19][C:20]2[CH:25]=[CH:24][CH:23]=[CH:22][CH:21]=2)=[C:12]([Cl:26])[CH:11]=1)C1C=CC=CC=1.[H-].[Al+3].[Li+].[H-].[H-].[H-].[OH-].[Na+]. (2) Given the product [NH2:10][C:11]1[N:12]([C:17]2[C:26]3[C:21](=[CH:22][CH:23]=[CH:24][CH:25]=3)[C:20]([CH:27]3[CH2:29][CH2:28]3)=[CH:19][CH:18]=2)[C:13]([S:16][C:2]([CH3:9])([CH3:8])[C:3]([O:5][CH2:6][CH3:7])=[O:4])=[N:14][N:15]=1, predict the reactants needed to synthesize it. The reactants are: Br[C:2]([CH3:9])([CH3:8])[C:3]([O:5][CH2:6][CH3:7])=[O:4].[NH2:10][C:11]1[N:12]([C:17]2[C:26]3[C:21](=[CH:22][CH:23]=[CH:24][CH:25]=3)[C:20]([CH:27]3[CH2:29][CH2:28]3)=[CH:19][CH:18]=2)[C:13]([SH:16])=[N:14][N:15]=1.[I-].[K+].